Predict the reaction yield, written as a fraction of the theoretical maximum amount of product (1.0 means a 100% yield; for example, 0.34 means a 34% yield). From a dataset of Reaction yield outcomes from USPTO patents with 853,638 reactions. (1) The catalyst is CS(O)(=O)=O. The product is [C:20]1([S:19][CH2:17][C:16](=[N:4][C:3]2[C:5]([CH3:9])=[CH:6][CH:7]=[CH:8][C:2]=2[CH3:1])[CH3:10])[CH:21]=[CH:22][CH:23]=[CH:24][CH:25]=1. The yield is 0.690. The reactants are [CH3:1][C:2]1[CH:8]=[CH:7][CH:6]=[C:5]([CH3:9])[C:3]=1[NH2:4].[C:10]1([CH2:16][C:17](=[S:19])C)C=CC=CC=1.[C:20]1(C)[CH:25]=[CH:24][CH:23]=[CH:22][CH:21]=1. (2) The reactants are [CH3:1][O:2][C:3]1[N:8]=[CH:7][C:6]([C:9]2[C:17]3[C:12](=[CH:13][CH:14]=[CH:15][CH:16]=3)[N:11]([CH2:18][C:19]3[CH:20]=[C:21]([C:25]4[CH:30]=[CH:29][C:28]([O:31]CC5C=CC=CC=5)=[CH:27][CH:26]=4)[CH:22]=[CH:23][CH:24]=3)[C:10]=2[C:39]([O:41]CC)=[O:40])=[CH:5][CH:4]=1.[OH-].[Na+]. The catalyst is C1COCC1.O. The product is [OH:31][C:28]1[CH:29]=[CH:30][C:25]([C:21]2[CH:22]=[CH:23][CH:24]=[C:19]([CH2:18][N:11]3[C:12]4[C:17](=[CH:16][CH:15]=[CH:14][CH:13]=4)[C:9]([C:6]4[CH:7]=[N:8][C:3]([O:2][CH3:1])=[CH:4][CH:5]=4)=[C:10]3[C:39]([OH:41])=[O:40])[CH:20]=2)=[CH:26][CH:27]=1. The yield is 0.860. (3) The yield is 0.220. The product is [F:1][C:2]1[CH:3]=[CH:4][C:5]([C:8]2[S:12][C:11]([C:24]([C:21]3[CH:22]=[CH:23][N:18]=[CH:19][CH:20]=3)([OH:26])[CH3:25])=[N:10][CH:9]=2)=[CH:6][CH:7]=1. The reactants are [F:1][C:2]1[CH:7]=[CH:6][C:5]([C:8]2[S:12][CH:11]=[N:10][CH:9]=2)=[CH:4][CH:3]=1.[Li]CCCC.[N:18]1[CH:23]=[CH:22][C:21]([C:24](=[O:26])[CH3:25])=[CH:20][CH:19]=1. The catalyst is C1COCC1.